Dataset: hERG potassium channel inhibition data for cardiac toxicity prediction from Karim et al.. Task: Regression/Classification. Given a drug SMILES string, predict its toxicity properties. Task type varies by dataset: regression for continuous values (e.g., LD50, hERG inhibition percentage) or binary classification for toxic/non-toxic outcomes (e.g., AMES mutagenicity, cardiotoxicity, hepatotoxicity). Dataset: herg_karim. (1) The molecule is C=CC(=O)N1CCC[C@@H](n2nc(-c3cccc(C(=O)Nc4ccc(C(C)C)c(C)c4)c3)c3c(N)ncnc32)C1. The result is 1 (blocker). (2) The compound is CC#Cc1cncc(-c2cccc(C3(c4cc(C)c(=O)n(CC)c4)N=C(N)c4c(F)cc(F)cc43)c2)c1. The result is 1 (blocker).